Dataset: Catalyst prediction with 721,799 reactions and 888 catalyst types from USPTO. Task: Predict which catalyst facilitates the given reaction. (1) Reactant: [CH3:1][C:2]1[C:10]2[O:9][C:8](=[O:11])[NH:7][C:6]=2[CH:5]=[CH:4][C:3]=1[N+:12]([O-])=O. Product: [NH2:12][C:3]1[CH:4]=[CH:5][C:6]2[NH:7][C:8](=[O:11])[O:9][C:10]=2[C:2]=1[CH3:1]. The catalyst class is: 19. (2) Reactant: [NH2:1][C:2]1[C:3]([OH:12])=[CH:4][C:5]2[C:10]([CH:11]=1)=[CH:9][CH:8]=[CH:7][CH:6]=2.C(=O)(O)[O-].[Na+].[C:18](Cl)(=[O:20])[CH3:19]. Product: [OH:12][C:3]1[C:2]([NH:1][C:18](=[O:20])[CH3:19])=[CH:11][C:10]2[C:5]([CH:4]=1)=[CH:6][CH:7]=[CH:8][CH:9]=2. The catalyst class is: 28.